Dataset: Retrosynthesis with 50K atom-mapped reactions and 10 reaction types from USPTO. Task: Predict the reactants needed to synthesize the given product. (1) Given the product CNC(=O)c1c(-c2ccc(F)cc2)oc2cc(N(C)S(C)(=O)=O)c(-c3ccc4c(n3)-c3[nH]c5cccc(F)c5c3C(c3cccs3)O4)cc12, predict the reactants needed to synthesize it. The reactants are: CNC(=O)c1c(-c2ccc(F)cc2)oc2cc(N(C)S(C)(=O)=O)c(B3OC(C)(C)C(C)(C)O3)cc12.Fc1cccc2[nH]c3c(c12)C(c1cccs1)Oc1ccc(Cl)nc1-3. (2) Given the product CCCCOc1ccc2cc(C(=O)N3CCN(Cc4cc(OC)c(OC)c(OC)c4)CC3)ccc2c1, predict the reactants needed to synthesize it. The reactants are: CCCCOc1ccc2cc(C(=O)O)ccc2c1.COc1cc(CN2CCNCC2)cc(OC)c1OC. (3) Given the product Nc1nc(Br)cn2nc(-c3ccco3)nc12, predict the reactants needed to synthesize it. The reactants are: Brc1cn2nc(-c3ccco3)nc2c(Br)n1.N. (4) Given the product C=C(CCC=O)c1ccc(Cl)cc1Cl, predict the reactants needed to synthesize it. The reactants are: C=C(CCC1OCCCO1)c1ccc(Cl)cc1Cl. (5) Given the product CC1(C)CC(C)(C)c2cc(C#C[Si](C)(C)C)ccc2S1, predict the reactants needed to synthesize it. The reactants are: C#C[Si](C)(C)C.CC1(C)CC(C)(C)c2cc(Br)ccc2S1. (6) Given the product N#Cc1cncc(-c2ccc3c(c2)C2(COC(N)=N2)[C@H]2C[C@@H](O)CC[C@@H]2O3)c1, predict the reactants needed to synthesize it. The reactants are: N#Cc1cncc(-c2ccc3c(c2)C2(COC(N)=N2)[C@H]2CC(=O)CC[C@@H]2O3)c1. (7) Given the product CC(C)NC(=O)N=S(C)(=O)c1cccc(N)c1, predict the reactants needed to synthesize it. The reactants are: CC(C)NC(=O)N=S(C)(=O)c1cccc([N+](=O)[O-])c1. (8) Given the product COc1ccc2c(-c3ccncc3)nc(Nc3cc[nH]n3)cc2c1, predict the reactants needed to synthesize it. The reactants are: COc1ccc2c(Cl)nc(Nc3cc[nH]n3)cc2c1.OB(O)c1ccncc1. (9) Given the product Cc1n[nH]c(C)c1-c1cc(-c2c(C)noc2C)cc2[nH]c(NS(C)(=O)=O)nc12, predict the reactants needed to synthesize it. The reactants are: Cc1n[nH]c(C)c1B1OC(C)(C)C(C)(C)O1.Cc1noc(C)c1-c1cc(I)c2nc(NS(C)(=O)=O)[nH]c2c1. (10) Given the product O=[N+]([O-])c1c(F)cc(C2CC2)cc1F, predict the reactants needed to synthesize it. The reactants are: O=[N+]([O-])c1c(F)cc(Br)cc1F.OB(O)C1CC1.